This data is from NCI-60 drug combinations with 297,098 pairs across 59 cell lines. The task is: Regression. Given two drug SMILES strings and cell line genomic features, predict the synergy score measuring deviation from expected non-interaction effect. (1) Drug 1: CC1=C2C(C(=O)C3(C(CC4C(C3C(C(C2(C)C)(CC1OC(=O)C(C(C5=CC=CC=C5)NC(=O)OC(C)(C)C)O)O)OC(=O)C6=CC=CC=C6)(CO4)OC(=O)C)OC)C)OC. Drug 2: C1=NC2=C(N1)C(=S)N=C(N2)N. Cell line: HT29. Synergy scores: CSS=91.9, Synergy_ZIP=16.9, Synergy_Bliss=15.8, Synergy_Loewe=12.0, Synergy_HSA=17.9. (2) Drug 1: CCC1=C2CN3C(=CC4=C(C3=O)COC(=O)C4(CC)O)C2=NC5=C1C=C(C=C5)O. Drug 2: COCCOC1=C(C=C2C(=C1)C(=NC=N2)NC3=CC=CC(=C3)C#C)OCCOC.Cl. Cell line: COLO 205. Synergy scores: CSS=48.5, Synergy_ZIP=8.63, Synergy_Bliss=6.26, Synergy_Loewe=-32.9, Synergy_HSA=5.52. (3) Drug 1: CC1=C(C=C(C=C1)NC2=NC=CC(=N2)N(C)C3=CC4=NN(C(=C4C=C3)C)C)S(=O)(=O)N.Cl. Drug 2: CCCCCOC(=O)NC1=NC(=O)N(C=C1F)C2C(C(C(O2)C)O)O. Cell line: SNB-19. Synergy scores: CSS=1.59, Synergy_ZIP=0.126, Synergy_Bliss=0.0465, Synergy_Loewe=-1.27, Synergy_HSA=-1.25. (4) Drug 1: C1CC(=O)NC(=O)C1N2CC3=C(C2=O)C=CC=C3N. Drug 2: CC1=C(C(=CC=C1)Cl)NC(=O)C2=CN=C(S2)NC3=CC(=NC(=N3)C)N4CCN(CC4)CCO. Cell line: HT29. Synergy scores: CSS=20.6, Synergy_ZIP=-3.22, Synergy_Bliss=2.33, Synergy_Loewe=-19.0, Synergy_HSA=3.99. (5) Drug 1: COC1=C(C=C2C(=C1)N=CN=C2NC3=CC(=C(C=C3)F)Cl)OCCCN4CCOCC4. Drug 2: C1=CC(=CC=C1CCC2=CNC3=C2C(=O)NC(=N3)N)C(=O)NC(CCC(=O)O)C(=O)O. Cell line: DU-145. Synergy scores: CSS=33.4, Synergy_ZIP=-11.9, Synergy_Bliss=-5.56, Synergy_Loewe=0.679, Synergy_HSA=1.75. (6) Drug 1: CC1=CC=C(C=C1)C2=CC(=NN2C3=CC=C(C=C3)S(=O)(=O)N)C(F)(F)F. Drug 2: CC1=C(C=C(C=C1)NC(=O)C2=CC=C(C=C2)CN3CCN(CC3)C)NC4=NC=CC(=N4)C5=CN=CC=C5. Cell line: MALME-3M. Synergy scores: CSS=9.18, Synergy_ZIP=2.90, Synergy_Bliss=-3.18, Synergy_Loewe=-3.90, Synergy_HSA=-0.718. (7) Drug 1: CC12CCC3C(C1CCC2=O)CC(=C)C4=CC(=O)C=CC34C. Drug 2: CC1=C(C(=CC=C1)Cl)NC(=O)C2=CN=C(S2)NC3=CC(=NC(=N3)C)N4CCN(CC4)CCO. Cell line: T-47D. Synergy scores: CSS=20.2, Synergy_ZIP=-4.60, Synergy_Bliss=-0.581, Synergy_Loewe=-1.17, Synergy_HSA=-0.770.